Dataset: NCI-60 drug combinations with 297,098 pairs across 59 cell lines. Task: Regression. Given two drug SMILES strings and cell line genomic features, predict the synergy score measuring deviation from expected non-interaction effect. Drug 1: C1=C(C(=O)NC(=O)N1)N(CCCl)CCCl. Drug 2: C1=CC(=CC=C1CC(C(=O)O)N)N(CCCl)CCCl.Cl. Cell line: SF-268. Synergy scores: CSS=40.9, Synergy_ZIP=8.38, Synergy_Bliss=13.9, Synergy_Loewe=7.11, Synergy_HSA=12.9.